Task: Predict which catalyst facilitates the given reaction.. Dataset: Catalyst prediction with 721,799 reactions and 888 catalyst types from USPTO (1) Reactant: [NH2:1][C:2]1[CH:6]=[CH:5][S:4][C:3]=1[C:7]([O:9][CH3:10])=[O:8].[Cl:11][C:12]1[S:16][C:15]([C:17](Cl)=[O:18])=[CH:14][CH:13]=1. Product: [Cl:11][C:12]1[S:16][C:15]([C:17]([NH:1][C:2]2[CH:6]=[CH:5][S:4][C:3]=2[C:7]([O:9][CH3:10])=[O:8])=[O:18])=[CH:14][CH:13]=1. The catalyst class is: 10. (2) Reactant: Br[C:2]1[CH:7]=[CH:6][C:5](/[CH:8]=[CH:9]/[C:10]([O:12][C:13]([CH3:16])([CH3:15])[CH3:14])=[O:11])=[CH:4][C:3]=1[N+:17]([O-:19])=[O:18].[C:20]1(OB(O)O)[CH:25]=[CH:24][CH:23]=[CH:22][CH:21]=1.C(=O)([O-])[O-].[Cs+].[Cs+]. Product: [N+:17]([C:3]1[CH:4]=[C:5](/[CH:8]=[CH:9]/[C:10]([O:12][C:13]([CH3:16])([CH3:15])[CH3:14])=[O:11])[CH:6]=[CH:7][C:2]=1[C:20]1[CH:25]=[CH:24][CH:23]=[CH:22][CH:21]=1)([O-:19])=[O:18]. The catalyst class is: 12.